From a dataset of Catalyst prediction with 721,799 reactions and 888 catalyst types from USPTO. Predict which catalyst facilitates the given reaction. (1) Reactant: [Na].[CH3:2][O:3][CH:4]([O:12]C)[C:5](=[CH:10]O)[C:6](OC)=O.C(O)C.Cl.Cl.[CH2:19]([NH:26][NH2:27])[C:20]1[CH:25]=[CH:24][CH:23]=[CH:22][CH:21]=1. Product: [CH2:19]([N:26]1[CH:10]=[C:5]([C:4]([O:3][CH3:2])=[O:12])[CH:6]=[N:27]1)[C:20]1[CH:25]=[CH:24][CH:23]=[CH:22][CH:21]=1. The catalyst class is: 6. (2) Reactant: [CH2:1]([C:4]1[C:13]([OH:14])=[C:12]2[C:7]([CH:8]=[CH:9][CH:10]=[N:11]2)=[CH:6][CH:5]=1)[CH:2]=[CH2:3].C(=O)([O-])[O-].[K+].[K+].[CH2:21](Br)[C:22]1[CH:27]=[CH:26][CH:25]=[CH:24][CH:23]=1. Product: [CH2:1]([C:4]1[C:13]([O:14][CH2:21][C:22]2[CH:27]=[CH:26][CH:25]=[CH:24][CH:23]=2)=[C:12]2[C:7]([CH:8]=[CH:9][CH:10]=[N:11]2)=[CH:6][CH:5]=1)[CH:2]=[CH2:3]. The catalyst class is: 883. (3) Reactant: [C:1]([O:5][C:6](=[O:30])[N:7]([CH2:9][CH:10]1[CH2:19][C:18](=O)[C:17]2[C:12](=[CH:13][C:14]([S:21](C3C=CC=CC=3)(=[O:23])=[O:22])=[CH:15][CH:16]=2)[O:11]1)[CH3:8])([CH3:4])([CH3:3])[CH3:2].[Li][C:32]([CH3:35])([CH3:34])C. Product: [C:34]1([S:21]([C:14]2[C:13]([C:6]([OH:30])=[O:5])=[C:12]3[C:17]([CH2:18][CH2:19][CH:10]([CH2:9][N:7]([C:6]([O:5][C:1]([CH3:4])([CH3:2])[CH3:3])=[O:30])[CH3:8])[O:11]3)=[CH:16][CH:15]=2)(=[O:22])=[O:23])[CH:32]=[CH:35][CH:3]=[CH:1][CH:2]=1. The catalyst class is: 1.